From a dataset of Forward reaction prediction with 1.9M reactions from USPTO patents (1976-2016). Predict the product of the given reaction. (1) Given the reactants [CH3:1][O:2][C:3]1[CH:4]=[C:5]([CH:9]=O)[CH:6]=[N:7][CH:8]=1.[C:11](#[N:15])[CH2:12][C:13]#[N:14].N1CCCCC1.[NH2:22][C:23]1[CH:24]=[C:25]([OH:29])[CH:26]=[CH:27][CH:28]=1, predict the reaction product. The product is: [NH2:14][C:13]1[O:29][C:25]2[C:26]([CH:9]([C:5]3[CH:6]=[N:7][CH:8]=[C:3]([O:2][CH3:1])[CH:4]=3)[C:12]=1[C:11]#[N:15])=[CH:27][CH:28]=[C:23]([NH2:22])[CH:24]=2. (2) Given the reactants [CH3:1][O:2][C:3]1[CH:8]=[CH:7][C:6]([NH2:9])=[CH:5][CH:4]=1.NC(N)=O.[N+:14]([O-])([O-:16])=[O:15].[K+].[OH-].[Na+], predict the reaction product. The product is: [CH3:1][O:2][C:3]1[CH:8]=[CH:7][C:6]([NH2:9])=[CH:5][C:4]=1[N+:14]([O-:16])=[O:15]. (3) Given the reactants [C:1]1(=[O:10])[C:9]2[C:4](=[CH:5][CH:6]=[CH:7][CH:8]=2)[CH2:3][CH2:2]1.C[C:12]#[N:13].[Si:14](C#N)([CH3:17])([CH3:16])[CH3:15], predict the reaction product. The product is: [CH3:15][Si:14]([CH3:17])([CH3:16])[O:10][C:1]1([C:12]#[N:13])[C:9]2[C:4](=[CH:5][CH:6]=[CH:7][CH:8]=2)[CH2:3][CH2:2]1. (4) Given the reactants [Cl:1][C:2]1[CH:3]=[C:4]([NH:10][CH2:11][C:12]2[CH:13]=[N:14][CH:15]=[CH:16][CH:17]=2)[CH:5]=[CH:6][C:7]=1[O:8][CH3:9].I[C:19]1[CH:20]=[C:21]([CH:29]=[CH:30][CH:31]=1)[C:22]([O:24][C:25]([CH3:28])([CH3:27])[CH3:26])=[O:23].CC([O-])(C)C.[Na+], predict the reaction product. The product is: [Cl:1][C:2]1[CH:3]=[C:4]([N:10]([CH2:11][C:12]2[CH:13]=[N:14][CH:15]=[CH:16][CH:17]=2)[C:19]2[CH:20]=[C:21]([CH:29]=[CH:30][CH:31]=2)[C:22]([O:24][C:25]([CH3:27])([CH3:28])[CH3:26])=[O:23])[CH:5]=[CH:6][C:7]=1[O:8][CH3:9]. (5) Given the reactants [C:1]([O:5][C:6]([N:8]1[CH2:13][CH2:12][C:11](=O)[CH:10]([CH3:15])[CH2:9]1)=[O:7])([CH3:4])([CH3:3])[CH3:2].C[NH:17][CH2:18][C:19]1[CH:24]=[CH:23][CH:22]=[CH:21][CH:20]=1.[C:25](O[BH-](OC(=O)C)OC(=O)C)(=O)C.[Na+], predict the reaction product. The product is: [C:1]([O:5][C:6]([N:8]1[CH2:13][CH2:12][C@@H:11]([NH:17][C@H:18]([C:19]2[CH:24]=[CH:23][CH:22]=[CH:21][CH:20]=2)[CH3:25])[C@H:10]([CH3:15])[CH2:9]1)=[O:7])([CH3:4])([CH3:3])[CH3:2]. (6) The product is: [CH3:1][CH2:2][C@H:3]1[O:18][C:16](=[O:17])[C@H:15]([CH3:19])[C@@H:14]([O:20][C@@H:21]2[O:26][C@@H:25]([CH3:27])[C@H:24]([OH:28])[C@@:23]([O:30][CH3:31])([CH3:29])[CH2:22]2)[C@H:13]([CH3:32])[C@@H:12]([O:33][C@@H:34]2[O:39][C@H:38]([CH3:40])[CH2:37][C@H:36]([N:41]([CH3:43])[CH3:42])[C@H:35]2[OH:44])[C@@:11]([OH:46])([CH3:45])[CH2:10][C@@H:9]([CH3:47])[CH2:8][N:7]([CH3:52])[C@H:6]([CH3:48])[C@@H:5]([OH:49])[C@@:4]1([OH:51])[CH3:50]. Given the reactants [CH3:1][CH2:2][C@H:3]1[O:18][C:16](=[O:17])[C@H:15]([CH3:19])[C@@H:14]([O:20][C@@H:21]2[O:26][C@@H:25]([CH3:27])[C@H:24]([OH:28])[C@@:23]([O:30][CH3:31])([CH3:29])[CH2:22]2)[C@H:13]([CH3:32])[C@@H:12]([O:33][C@@H:34]2[O:39][C@H:38]([CH3:40])[CH2:37][C@H:36]([N:41]([CH3:43])[CH3:42])[C@H:35]2[OH:44])[C@@:11]([OH:46])([CH3:45])[CH2:10][C@@H:9]([CH3:47])[CH2:8][NH:7][C@H:6]([CH3:48])[C@@H:5]([OH:49])[C@@:4]1([OH:51])[CH3:50].[CH:52](O)=O.C=O, predict the reaction product.